From a dataset of Forward reaction prediction with 1.9M reactions from USPTO patents (1976-2016). Predict the product of the given reaction. (1) Given the reactants [OH:1][C:2]1[CH:24]=[N:23][C:5]2[N:6]([CH3:22])[C:7](=[O:21])[N:8]([CH2:11][CH2:12][CH2:13][O:14][CH:15]3[CH2:20][CH2:19][CH2:18][CH2:17][O:16]3)[C:9](=[O:10])[C:4]=2[CH:3]=1.C([O-])([O-])=O.[Cs+].[Cs+].CN(C)CC(O)=O.Br[C:39]1[CH:40]=[N:41][CH:42]=[CH:43][CH:44]=1, predict the reaction product. The product is: [CH3:22][N:6]1[C:5]2[N:23]=[CH:24][C:2]([O:1][C:39]3[CH:40]=[N:41][CH:42]=[CH:43][CH:44]=3)=[CH:3][C:4]=2[C:9](=[O:10])[N:8]([CH2:11][CH2:12][CH2:13][O:14][CH:15]2[CH2:20][CH2:19][CH2:18][CH2:17][O:16]2)[C:7]1=[O:21]. (2) Given the reactants [ClH:1].CO[C:4](=O)[CH:5]([NH2:10])[CH2:6][CH2:7][C:8]#[CH:9].[N:12]#[C:13][NH2:14], predict the reaction product. The product is: [ClH:1].[CH2:6]([C:5]1[N:10]=[C:13]([NH2:14])[NH:12][CH:4]=1)[CH2:7][C:8]#[CH:9]. (3) The product is: [Br-:13].[CH2:7]([N+:1]1[CH:6]=[CH:5][CH:4]=[CH:3][CH:2]=1)[CH2:8][CH2:9][CH2:10][CH2:11][CH3:12]. Given the reactants [N:1]1[CH:6]=[CH:5][CH:4]=[CH:3][CH:2]=1.[CH2:7]([Br:13])[CH2:8][CH2:9][CH2:10][CH2:11][CH3:12].C(N(CC)CC)C, predict the reaction product. (4) Given the reactants [F:1][C:2]1[C:3]2[N:4]([C:14]([SH:17])=[N:15][N:16]=2)[CH:5]=[C:6]([C:8]2[CH:9]=[N:10][N:11]([CH3:13])[CH:12]=2)[CH:7]=1.Br[C:19]1[CH:20]=[C:21]2[C:26](=[CH:27][CH:28]=1)[N:25]=[CH:24][CH:23]=[CH:22]2.CC1(C)C2C(=C(P(C3C=CC=CC=3)C3C=CC=CC=3)C=CC=2)OC2C(P(C3C=CC=CC=3)C3C=CC=CC=3)=CC=CC1=2.CCN(C(C)C)C(C)C, predict the reaction product. The product is: [F:1][C:2]1[C:3]2[N:4]([C:14]([S:17][C:19]3[CH:20]=[C:21]4[C:26](=[CH:27][CH:28]=3)[N:25]=[CH:24][CH:23]=[CH:22]4)=[N:15][N:16]=2)[CH:5]=[C:6]([C:8]2[CH:9]=[N:10][N:11]([CH3:13])[CH:12]=2)[CH:7]=1. (5) Given the reactants C([N:14]1[CH2:17][C:16]2([C:21](=[O:22])[N:20]=[CH:19][N:18]2CC2C=CC=CC=2)[CH2:15]1)(C1C=CC=CC=1)C1C=CC=CC=1.[ClH:30], predict the reaction product. The product is: [ClH:30].[CH2:15]1[C:16]2([C:21](=[O:22])[NH:20][CH2:19][NH:18]2)[CH2:17][NH:14]1. (6) Given the reactants [CH3:1][CH2:2][C@@:3]1([OH:27])[C:8](=[O:9])[O:7][CH2:6][C:5]2[C:10]([N:12]3[C:16](=[CH:17][C:4]1=2)[C:15]1[N:18]=[C:19]2[C:24](=[CH:25][C:14]=1[CH2:13]3)[C:23]([Br:26])=[CH:22][CH:21]=[CH:20]2)=[O:11].[C:28]([O:32][C:33]([NH:35][CH2:36][C:37]1([CH2:43][C:44](OC2C=CC([N+]([O-])=O)=CC=2)=[O:45])[CH2:42][CH2:41][CH2:40][CH2:39][CH2:38]1)=[O:34])([CH3:31])([CH3:30])[CH3:29], predict the reaction product. The product is: [C:28]([O:32][C:33]([NH:35][CH2:36][C:37]1([CH2:43][C:44]([O:27][C@@:3]2([CH2:2][CH3:1])[C:4]3[CH:17]=[C:16]4[N:12]([CH2:13][C:14]5[C:15]4=[N:18][C:19]4[CH:20]=[CH:21][CH:22]=[C:23]([Br:26])[C:24]=4[CH:25]=5)[C:10](=[O:11])[C:5]=3[CH2:6][O:7][C:8]2=[O:9])=[O:45])[CH2:42][CH2:41][CH2:40][CH2:39][CH2:38]1)=[O:34])([CH3:31])([CH3:30])[CH3:29]. (7) The product is: [Cl:1][C:2]1[N:6]2[CH:7]=[C:8]([C:15]3[N:16]([C:20]([O:22][C:23]([CH3:24])([CH3:25])[CH3:26])=[O:21])[CH:17]=[CH:18][CH:19]=3)[CH:9]=[C:10]([C:11]([F:14])([F:12])[F:13])[C:5]2=[N:4][C:3]=1[C:27]([OH:29])=[O:28]. Given the reactants [Cl:1][C:2]1[N:6]2[CH:7]=[C:8]([C:15]3[N:16]([C:20]([O:22][C:23]([CH3:26])([CH3:25])[CH3:24])=[O:21])[CH:17]=[CH:18][CH:19]=3)[CH:9]=[C:10]([C:11]([F:14])([F:13])[F:12])[C:5]2=[N:4][C:3]=1[C:27]([O:29]C)=[O:28].[OH-].[Na+].Cl, predict the reaction product. (8) Given the reactants [O:1]1[C:5]2([CH2:10][CH2:9][CH:8]([CH:11]([OH:14])[CH:12]=[CH2:13])[CH2:7][CH2:6]2)[O:4][CH2:3][CH2:2]1.[H-].[Na+].[CH2:17](Br)[CH:18]=[CH2:19], predict the reaction product. The product is: [CH2:19]([O:14][CH:11]([CH:8]1[CH2:9][CH2:10][C:5]2([O:4][CH2:3][CH2:2][O:1]2)[CH2:6][CH2:7]1)[CH:12]=[CH2:13])[CH:18]=[CH2:17]. (9) Given the reactants C([O:3][C:4](=O)[CH2:5][CH2:6][C:7]1[CH:11]=[CH:10][S:9][C:8]=1[Br:12])C, predict the reaction product. The product is: [Br:12][C:8]1[S:9][CH:10]=[CH:11][C:7]=1[CH2:6][CH2:5][CH2:4][OH:3]. (10) Given the reactants I[C:2]1[CH:7]=[CH:6][CH:5]=[CH:4][C:3]=1[CH:8]([CH3:12])[C:9]([NH2:11])=[O:10].[C:13]([Si:15]([CH2:20][CH3:21])([CH2:18][CH3:19])[CH2:16][CH3:17])#[CH:14].F[B-](F)(F)F.C([PH+](C(C)(C)C)C(C)(C)C)(C)(C)C, predict the reaction product. The product is: [CH2:16]([Si:15]([C:13]#[C:14][C:2]1[CH:7]=[CH:6][CH:5]=[CH:4][C:3]=1[CH:8]([CH3:12])[C:9]([NH2:11])=[O:10])([CH2:20][CH3:21])[CH2:18][CH3:19])[CH3:17].